This data is from Catalyst prediction with 721,799 reactions and 888 catalyst types from USPTO. The task is: Predict which catalyst facilitates the given reaction. (1) Reactant: [CH3:1][O:2][C:3]1[CH:8]=[CH:7][CH:6]=[CH:5][N:4]=1.C([O-])(=O)C.[Na+].[Br:14]Br.[OH-].[Na+]. Product: [Br:14][C:6]1[CH:7]=[CH:8][C:3]([O:2][CH3:1])=[N:4][CH:5]=1. The catalyst class is: 86. (2) Reactant: C([N-]C(C)C)(C)C.[Li+].[Br:9][C:10]1[CH:11]=[CH:12][C:13]([CH3:20])=[C:14]([CH:19]=1)[C:15]([NH:17][CH3:18])=[O:16].[Cl:21][C:22]1[CH:23]=[C:24]([CH:27]=[CH:28][CH:29]=1)C#N.[NH4+].[Cl-]. Product: [Br:9][C:10]1[CH:19]=[C:14]2[C:13]([CH:20]=[C:18]([C:28]3[CH:27]=[CH:24][CH:23]=[C:22]([Cl:21])[CH:29]=3)[NH:17][C:15]2=[O:16])=[CH:12][CH:11]=1. The catalyst class is: 7. (3) Product: [OH:1][C:2]1[CH:10]=[C:9]2[C:5]([CH:6]=[C:7]([C:11]([O:13][CH2:20][C:21]3[CH:26]=[CH:25][CH:24]=[CH:23][CH:22]=3)=[O:12])[NH:8]2)=[CH:4][CH:3]=1. Reactant: [OH:1][C:2]1[CH:10]=[C:9]2[C:5]([CH:6]=[C:7]([C:11]([OH:13])=[O:12])[NH:8]2)=[CH:4][CH:3]=1.C(=O)([O-])[O-].[Li+].[Li+].[CH2:20](Br)[C:21]1[CH:26]=[CH:25][CH:24]=[CH:23][CH:22]=1.Cl. The catalyst class is: 9. (4) The catalyst class is: 9. Reactant: [H-].[Na+].[Br:3][C:4]1[CH:5]=[CH:6][C:7]2[O:12][CH2:11][C:10](=[O:13])[NH:9][C:8]=2[CH:14]=1.[CH3:15]I.O. Product: [Br:3][C:4]1[CH:5]=[CH:6][C:7]2[O:12][CH2:11][C:10](=[O:13])[N:9]([CH3:15])[C:8]=2[CH:14]=1.